From a dataset of Catalyst prediction with 721,799 reactions and 888 catalyst types from USPTO. Predict which catalyst facilitates the given reaction. (1) Reactant: [CH3:1][O:2][C:3]1[C:27]([O:28][CH2:29][CH2:30][CH2:31][CH2:32][CH2:33][O:34][C:35]2[C:36]([O:60][CH2:61][CH2:62][CH2:63][NH:64][C:65](=[O:70])[O:66][CH2:67][CH:68]=[CH2:69])=[CH:37][C:38]3[C:44](=[O:45])[N:43]4[CH:46]=[C:47]([CH3:49])[CH2:48][C@H:42]4[C:41](=O)[N:40](COCC[Si](C)(C)C)[C:39]=3[CH:59]=2)=[CH:26][C:6]2[N:7](COCC[Si](C)(C)C)[C:8](=O)[C@@H:9]3[CH2:15][C:14]([CH3:16])=[CH:13][N:10]3[C:11](=[O:12])[C:5]=2[CH:4]=1.C([BH-](CC)CC)C.[Li+]. Product: [CH3:1][O:2][C:3]1[C:27]([O:28][CH2:29][CH2:30][CH2:31][CH2:32][CH2:33][O:34][C:35]2[C:36]([O:60][CH2:61][CH2:62][CH2:63][NH:64][C:65](=[O:70])[O:66][CH2:67][CH:68]=[CH2:69])=[CH:37][C:38]3[C:44](=[O:45])[N:43]4[CH:46]=[C:47]([CH3:49])[CH2:48][C@H:42]4[CH:41]=[N:40][C:39]=3[CH:59]=2)=[CH:26][C:6]2[N:7]=[CH:8][C@@H:9]3[CH2:15][C:14]([CH3:16])=[CH:13][N:10]3[C:11](=[O:12])[C:5]=2[CH:4]=1. The catalyst class is: 1. (2) Reactant: Br[C:2]1[C:3]([O:16][CH3:17])=[CH:4][C:5]2[C:6]3[C:14]([Cl:15])=[N:13][CH:12]=[CH:11][C:7]=3[NH:8][C:9]=2[CH:10]=1.[CH3:18][C:19]1[C:23](B2OC(C)(C)C(C)(C)O2)=[C:22]([CH3:33])[O:21][N:20]=1.C([O-])([O-])=O.[K+].[K+].N#N. Product: [Cl:15][C:14]1[C:6]2[C:5]3[CH:4]=[C:3]([O:16][CH3:17])[C:2]([C:23]4[C:19]([CH3:18])=[N:20][O:21][C:22]=4[CH3:33])=[CH:10][C:9]=3[NH:8][C:7]=2[CH:11]=[CH:12][N:13]=1. The catalyst class is: 108. (3) Reactant: [Cl:1][C:2]1[N:10]=[C:9]2[C:5]([N:6]=[CH:7][N:8]2[CH:11]2[CH2:15][CH2:14][CH2:13][CH2:12]2)=[C:4](Cl)[N:3]=1.[CH3:17][O:18][C:19]1[CH:26]=[CH:25][CH:24]=[C:23]([O:27][CH3:28])[C:20]=1[CH2:21][NH2:22]. Product: [Cl:1][C:2]1[N:10]=[C:9]2[C:5]([N:6]=[CH:7][N:8]2[CH:11]2[CH2:15][CH2:14][CH2:13][CH2:12]2)=[C:4]([NH:22][CH2:21][C:20]2[C:23]([O:27][CH3:28])=[CH:24][CH:25]=[CH:26][C:19]=2[O:18][CH3:17])[N:3]=1. The catalyst class is: 66. (4) Reactant: [OH-].[Na+].C([O:5][C:6]([C:8]1[C:9]([NH:28][C:29]2[CH:30]=[C:31]([CH3:35])[CH:32]=[CH:33][CH:34]=2)=[N:10][C:11]([CH2:14][CH2:15][CH2:16][N:17]2[C:25](=[O:26])[C:24]3[C:19](=[CH:20][CH:21]=[CH:22][CH:23]=3)[C:18]2=[O:27])=[N:12][CH:13]=1)=[O:7])C.Cl. Product: [O:26]=[C:25]1[C:24]2[C:19](=[CH:20][CH:21]=[CH:22][CH:23]=2)[C:18](=[O:27])[N:17]1[CH2:16][CH2:15][CH2:14][C:11]1[N:10]=[C:9]([NH:28][C:29]2[CH:30]=[C:31]([CH3:35])[CH:32]=[CH:33][CH:34]=2)[C:8]([C:6]([OH:7])=[O:5])=[CH:13][N:12]=1. The catalyst class is: 353. (5) Reactant: [CH2:1]([O:3][C:4](=[O:21])[CH:5]([C:12]1[CH:17]=[CH:16][C:15]([N+:18]([O-])=O)=[CH:14][CH:13]=1)[CH2:6][CH:7]1[CH2:11][CH2:10][CH2:9][CH2:8]1)[CH3:2]. Product: [CH2:1]([O:3][C:4](=[O:21])[CH:5]([C:12]1[CH:17]=[CH:16][C:15]([NH2:18])=[CH:14][CH:13]=1)[CH2:6][CH:7]1[CH2:8][CH2:9][CH2:10][CH2:11]1)[CH3:2]. The catalyst class is: 78. (6) The catalyst class is: 1. Product: [CH2:29]([O:36][C:37]1[CH:44]=[CH:43][C:40]([CH:41]=[CH:2][CH2:3][CH3:4])=[C:39]([OH:45])[CH:38]=1)[C:30]1[CH:35]=[CH:34][CH:33]=[CH:32][CH:31]=1. Reactant: [Br-].[CH2:2]([P+](C1C=CC=CC=1)(C1C=CC=CC=1)C1C=CC=CC=1)[CH2:3][CH3:4].C([Li])CCC.[CH2:29]([O:36][C:37]1[CH:44]=[CH:43][C:40]([CH:41]=O)=[C:39]([OH:45])[CH:38]=1)[C:30]1[CH:35]=[CH:34][CH:33]=[CH:32][CH:31]=1.ClCCl. (7) Reactant: [CH2:1]([O:8][C:9]([N:11]1[CH2:15][CH:14]([O:16][C:17](=[O:22])[C:18]([CH3:21])([CH3:20])[CH3:19])[CH2:13][NH:12]1)=[O:10])[C:2]1[CH:7]=[CH:6][CH:5]=[CH:4][CH:3]=1.C(N(CC)CC)C.[F:30][C:31]1[CH:36]=[CH:35][C:34]([CH2:37][C:38](O)=[O:39])=[CH:33][CH:32]=1.Cl.C(N=C=NCCCN(C)C)C. Product: [CH2:1]([O:8][C:9]([N:11]1[CH2:15][CH:14]([O:16][C:17](=[O:22])[C:18]([CH3:19])([CH3:21])[CH3:20])[CH2:13][N:12]1[C:38](=[O:39])[CH2:37][C:34]1[CH:35]=[CH:36][C:31]([F:30])=[CH:32][CH:33]=1)=[O:10])[C:2]1[CH:7]=[CH:6][CH:5]=[CH:4][CH:3]=1. The catalyst class is: 4. (8) Reactant: [Cl:1][CH2:2][C:3](Cl)=[O:4].C(N(C(C)C)CC)(C)C.[NH:15]1[C:23]2[C:18](=[CH:19][CH:20]=[CH:21][C:22]=2[CH2:24][NH:25][CH2:26][CH2:27][CH3:28])[CH:17]=[CH:16]1. Product: [NH:15]1[C:23]2[C:18](=[CH:19][CH:20]=[CH:21][C:22]=2[CH2:24][N:25]([CH2:26][CH2:27][CH3:28])[C:3](=[O:4])[CH2:2][Cl:1])[CH:17]=[CH:16]1. The catalyst class is: 2. (9) Reactant: FC(F)(F)C(O)=O.[F:8][C:9]1[C:14]([F:15])=[CH:13][CH:12]=[CH:11][C:10]=1[C@H:16]1[CH2:22][N:21]([CH2:23][C:24]2[CH:29]=[CH:28][CH:27]=[CH:26][N:25]=2)[C:20](=[O:30])[C@H:19]([NH:31]C(=O)OC(C)(C)C)[CH2:18][CH2:17]1. Product: [NH2:31][C@@H:19]1[CH2:18][CH2:17][C@@H:16]([C:10]2[CH:11]=[CH:12][CH:13]=[C:14]([F:15])[C:9]=2[F:8])[CH2:22][N:21]([CH2:23][C:24]2[CH:29]=[CH:28][CH:27]=[CH:26][N:25]=2)[C:20]1=[O:30]. The catalyst class is: 4.